This data is from Catalyst prediction with 721,799 reactions and 888 catalyst types from USPTO. The task is: Predict which catalyst facilitates the given reaction. (1) Reactant: [CH2:1]([O:8][C:9]1[CH:14]=[CH:13][C:12]([CH2:15][C:16]([O:18]C(C)(C)C)=[O:17])=[C:11]([C:23]#[N:24])[CH:10]=1)[C:2]1[CH:7]=[CH:6][CH:5]=[CH:4][CH:3]=1.C(O)(C(F)(F)F)=O. Product: [CH2:1]([O:8][C:9]1[CH:14]=[CH:13][C:12]([CH2:15][C:16]([OH:18])=[O:17])=[C:11]([C:23]#[N:24])[CH:10]=1)[C:2]1[CH:3]=[CH:4][CH:5]=[CH:6][CH:7]=1. The catalyst class is: 2. (2) Reactant: [CH3:1][O:2][C:3]([C:5]1[NH:9][C:8]([CH2:10][CH2:11][C:12]([OH:14])=O)=[CH:7][CH:6]=1)=[O:4].O.C(=O)(O)[O-].[Na+]. Product: [O:14]=[C:12]1[C:7]2[CH:6]=[C:5]([C:3]([O:2][CH3:1])=[O:4])[NH:9][C:8]=2[CH2:10][CH2:11]1. The catalyst class is: 26. (3) Reactant: [Cl:1][C:2]1[CH:28]=[CH:27][C:5]2[S:6][CH:7]=[C:8]([CH2:9][N:10]3[C:18]4[C:13](=[CH:14][CH:15]=[CH:16][CH:17]=4)[C:12]([CH2:19][C:20]([NH:22][NH:23][C:24]([NH2:26])=[O:25])=O)=[CH:11]3)[C:4]=2[CH:3]=1.Cl. Product: [Cl:1][C:2]1[CH:28]=[CH:27][C:5]2[S:6][CH:7]=[C:8]([CH2:9][N:10]3[C:18]4[C:13](=[CH:14][CH:15]=[CH:16][CH:17]=4)[C:12]([CH2:19][C:20]4[NH:26][C:24]([OH:25])=[N:23][N:22]=4)=[CH:11]3)[C:4]=2[CH:3]=1. The catalyst class is: 74. (4) Reactant: [F:1][C:2]1[CH:3]=[C:4]([CH:20]=[CH:21][C:22]=1[NH:23][C:24]([NH:26][C:27]1[CH:32]=[C:31]([CH3:33])[CH:30]=[CH:29][C:28]=1[F:34])=[O:25])[O:5][C:6]1[CH:11]=[CH:10][N:9]=[C:8]([C:12]2[NH:16][CH:15]=[C:14]([C:17](O)=[O:18])[CH:13]=2)[CH:7]=1.CN(C(ON1N=NC2C=CC=NC1=2)=[N+](C)C)C.F[P-](F)(F)(F)(F)F.C(N(CC)C(C)C)(C)C.Cl.[CH2:69]([O:71][C:72](=[O:76])[CH2:73][CH2:74][NH2:75])[CH3:70].Cl. Product: [F:1][C:2]1[CH:3]=[C:4]([CH:20]=[CH:21][C:22]=1[NH:23][C:24]([NH:26][C:27]1[CH:32]=[C:31]([CH3:33])[CH:30]=[CH:29][C:28]=1[F:34])=[O:25])[O:5][C:6]1[CH:11]=[CH:10][N:9]=[C:8]([C:12]2[NH:16][CH:15]=[C:14]([C:17]([NH:75][CH2:74][CH2:73][C:72]([O:71][CH2:69][CH3:70])=[O:76])=[O:18])[CH:13]=2)[CH:7]=1. The catalyst class is: 18. (5) Reactant: [Cl:1][C:2]1[CH:7]=[C:6]([C:8]([F:11])([F:10])[F:9])[CH:5]=[C:4]([Cl:12])[C:3]=1[N:13]1[C:17]([NH:18][CH2:19][C:20]2[CH:25]=[N:24][CH:23]=[CH:22][N:21]=2)=[CH:16][CH:15]=[N:14]1.[F:26][C:27]([F:31])([F:30])[S:28]Cl.C(=O)([O-])O.[Na+]. Product: [Cl:12][C:4]1[CH:5]=[C:6]([C:8]([F:9])([F:10])[F:11])[CH:7]=[C:2]([Cl:1])[C:3]=1[N:13]1[C:17]([NH:18][CH2:19][C:20]2[CH:25]=[N:24][CH:23]=[CH:22][N:21]=2)=[C:16]([S:28][C:27]([F:31])([F:30])[F:26])[CH:15]=[N:14]1. The catalyst class is: 2. (6) Reactant: [F:1][C:2]([F:16])([F:15])[C:3]1[CH:8]=[CH:7][N:6]2[C:9]([C:12]([O-:14])=[O:13])=[CH:10][N:11]=[C:5]2[CH:4]=1.[Li+].[OH-].Cl. Product: [F:16][C:2]([F:1])([F:15])[C:3]1[CH:8]=[CH:7][N:6]2[C:9]([C:12]([OH:14])=[O:13])=[CH:10][N:11]=[C:5]2[CH:4]=1. The catalyst class is: 36. (7) Reactant: [C:1]([C:4]1[CH:9]=[CH:8][C:7]([C:10]#[C:11][C:12]2[CH:13]=[CH:14][C:15]([O:21][C:22]([F:25])([F:24])[F:23])=[C:16]([CH:20]=2)[C:17](O)=[O:18])=[C:6]([CH3:26])[CH:5]=1)(=[O:3])[NH2:2].[CH3:27][O:28][C:29](=[O:43])[C:30]([NH2:42])([CH3:41])[CH2:31][C:32]1[C:40]2[C:35](=[CH:36][CH:37]=[CH:38][CH:39]=2)[NH:34][CH:33]=1.C1C=CC2N(O)N=NC=2C=1.CCN=C=NCCCN(C)C. Product: [CH3:27][O:28][C:29](=[O:43])[C:30]([NH:42][C:17](=[O:18])[C:16]1[CH:20]=[C:12]([C:11]#[C:10][C:7]2[CH:8]=[CH:9][C:4]([C:1](=[O:3])[NH2:2])=[CH:5][C:6]=2[CH3:26])[CH:13]=[CH:14][C:15]=1[O:21][C:22]([F:23])([F:25])[F:24])([CH3:41])[CH2:31][C:32]1[C:40]2[C:35](=[CH:36][CH:37]=[CH:38][CH:39]=2)[NH:34][CH:33]=1. The catalyst class is: 851.